Dataset: Forward reaction prediction with 1.9M reactions from USPTO patents (1976-2016). Task: Predict the product of the given reaction. (1) Given the reactants [CH3:1][O:2][CH2:3][CH2:4][O:5][P:6]([CH2:13][C:14]1[CH:19]=[CH:18][C:17]([N+:20]([O-])=O)=[C:16]([O:23][CH3:24])[CH:15]=1)(=[O:12])[O:7][CH2:8][CH2:9][O:10][CH3:11].[H][H], predict the reaction product. The product is: [NH2:20][C:17]1[CH:18]=[CH:19][C:14]([CH2:13][P:6](=[O:12])([O:7][CH2:8][CH2:9][O:10][CH3:11])[O:5][CH2:4][CH2:3][O:2][CH3:1])=[CH:15][C:16]=1[O:23][CH3:24]. (2) Given the reactants C([Si](C1C=CC=CC=1)(C1C=CC=CC=1)[O:6][C:7]1[CH:8]=[C:9]([C:13]([C:15]2[C:23]3[C:18](=[CH:19][CH:20]=[CH:21][CH:22]=3)[N:17]([CH2:24][CH:25]([CH3:27])[CH3:26])[N:16]=2)=[O:14])[CH:10]=[CH:11][CH:12]=1)(C)(C)C.CCCC[N+](CCCC)(CCCC)CCCC.[F-], predict the reaction product. The product is: [OH:6][C:7]1[CH:8]=[C:9]([C:13]([C:15]2[C:23]3[C:18](=[CH:19][CH:20]=[CH:21][CH:22]=3)[N:17]([CH2:24][CH:25]([CH3:27])[CH3:26])[N:16]=2)=[O:14])[CH:10]=[CH:11][CH:12]=1. (3) Given the reactants [Br:1][C:2]1[CH:3]=[C:4](/[C:8](/[CH3:13])=[CH:9]/[C:10](O)=[O:11])[CH:5]=[CH:6][CH:7]=1.C(Cl)(=O)C([Cl:17])=O.CN(C=O)C, predict the reaction product. The product is: [Br:1][C:2]1[CH:3]=[C:4](/[C:8](/[CH3:13])=[CH:9]/[C:10]([Cl:17])=[O:11])[CH:5]=[CH:6][CH:7]=1. (4) Given the reactants [CH3:1][CH:2]([C:4]([O:6][C:7]1[CH:8]=[CH:9][C:10]([CH2:29][OH:30])=[CH:11][C:12]=1[C@@H:13]([C:23]1[CH:24]=[CH:25][CH:26]=[CH:27][CH:28]=1)[CH2:14][CH2:15][N:16]([CH:20]([CH3:22])[CH3:21])[CH:17]([CH3:19])[CH3:18])=[O:5])[CH3:3].C(OC(C)C)(C)C.CC(C)=O.[C:42]([OH:49])(=[O:48])/[CH:43]=[CH:44]/[C:45]([OH:47])=[O:46], predict the reaction product. The product is: [CH3:3][CH:2]([C:4]([O:6][C:7]1[CH:8]=[CH:9][C:10]([CH2:29][OH:30])=[CH:11][C:12]=1[C@@H:13]([C:23]1[CH:28]=[CH:27][CH:26]=[CH:25][CH:24]=1)[CH2:14][CH2:15][N:16]([CH:20]([CH3:21])[CH3:22])[CH:17]([CH3:18])[CH3:19])=[O:5])[CH3:1].[CH:43](/[C:42]([OH:49])=[O:48])=[CH:44]\[C:45]([OH:47])=[O:46]. (5) Given the reactants S(Cl)(Cl)(=O)=O.[CH2:6]([O:8][C:9](=[O:22])[CH2:10][C:11]([C:13]1[N:14]([CH2:18][CH:19]2[CH2:21][CH2:20]2)[N:15]=[CH:16][N:17]=1)=O)[CH3:7].[NH2:23][C:24]([NH2:26])=[S:25], predict the reaction product. The product is: [CH2:6]([O:8][C:9]([C:10]1[S:25][C:24]([NH2:26])=[N:23][C:11]=1[C:13]1[N:14]([CH2:18][CH:19]2[CH2:21][CH2:20]2)[N:15]=[CH:16][N:17]=1)=[O:22])[CH3:7]. (6) Given the reactants CS(Cl)(=O)=O.O[CH:7]([CH2:16][CH2:17][CH2:18][CH2:19][CH2:20][CH2:21][CH2:22][CH2:23][CH2:24][CH2:25][CH2:26][CH3:27])[CH2:8][CH2:9][CH2:10][CH2:11][C:12]([O:14][CH3:15])=[O:13].C(N(CC)CC)C.[NH:35]1[CH:39]=[CH:38][N:37]=[CH:36]1, predict the reaction product. The product is: [N:35]1([CH:7]([CH2:16][CH2:17][CH2:18][CH2:19][CH2:20][CH2:21][CH2:22][CH2:23][CH2:24][CH2:25][CH2:26][CH3:27])[CH2:8][CH2:9][CH2:10][CH2:11][C:12]([O:14][CH3:15])=[O:13])[CH:39]=[CH:38][N:37]=[CH:36]1. (7) Given the reactants [O:1]=[C:2]1[C@@H:11]2[CH2:12][N:13](C(OC(C)(C)C)=O)[CH2:14][C@H:10]2[C:9]2[CH:8]=[CH:7][CH:6]=[C:5]([C:22]([F:25])([F:24])[F:23])[C:4]=2[NH:3]1.[ClH:26], predict the reaction product. The product is: [ClH:26].[F:25][C:22]([F:23])([F:24])[C:5]1[C:4]2[NH:3][C:2](=[O:1])[C@@H:11]3[CH2:12][NH:13][CH2:14][C@H:10]3[C:9]=2[CH:8]=[CH:7][CH:6]=1.